The task is: Predict the reactants needed to synthesize the given product.. This data is from Full USPTO retrosynthesis dataset with 1.9M reactions from patents (1976-2016). (1) Given the product [O:36]=[C:21]([NH:20][C@@H:17]1[CH2:18][CH2:19][N:15]([CH:12]2[CH2:13][CH2:14][S:37][CH2:10][CH2:11]2)[CH2:16]1)[CH2:22][NH:23][C:24](=[O:35])[C:25]1[CH:30]=[CH:29][CH:28]=[C:27]([C:31]([F:34])([F:33])[F:32])[CH:26]=1, predict the reactants needed to synthesize it. The reactants are: COC1N=CC(N2[CH2:14][CH2:13][CH:12]([N:15]3[CH2:19][CH2:18][C@@H:17]([NH:20][C:21](=[O:36])[CH2:22][NH:23][C:24](=[O:35])[C:25]4[CH:30]=[CH:29][CH:28]=[C:27]([C:31]([F:34])([F:33])[F:32])[CH:26]=4)[CH2:16]3)[CH2:11][CH2:10]2)=CC=1.[S:37]1CCC(=O)CC1.COC1N=CC(N2CCC(=O)CC2)=CC=1. (2) Given the product [C:6]([C:5]1[CH:9]=[CH:10][C:2]([NH:1][C:37](=[O:38])[C:36]2[CH:41]=[CH:42][C:33]([C@H:30]3[O:29][CH2:28][C@H:27]([S:26][C@H:24]([CH3:25])[C@:23]([C:17]4[CH:18]=[CH:19][C:20]([F:22])=[CH:21][C:16]=4[F:15])([OH:49])[CH2:43][N:44]4[CH:48]=[N:47][CH:46]=[N:45]4)[CH2:32][O:31]3)=[CH:34][CH:35]=2)=[CH:3][CH:4]=1)(=[O:7])[NH2:8], predict the reactants needed to synthesize it. The reactants are: [NH2:1][C:2]1[CH:10]=[CH:9][C:5]([C:6]([NH2:8])=[O:7])=[CH:4][CH:3]=1.C[Al](C)C.[F:15][C:16]1[CH:21]=[C:20]([F:22])[CH:19]=[CH:18][C:17]=1[C@@:23]([OH:49])([CH2:43][N:44]1[CH:48]=[N:47][CH:46]=[N:45]1)[C@H:24]([S:26][C@@H:27]1[CH2:32][O:31][C@@H:30]([C:33]2[CH:42]=[CH:41][C:36]([C:37](OC)=[O:38])=[CH:35][CH:34]=2)[O:29][CH2:28]1)[CH3:25]. (3) Given the product [NH2:39][C:32]1[C:31]([F:42])=[CH:30][C:29]([N:24]([C:5]2[C:4]([CH:1]3[CH2:3][CH2:2]3)=[CH:23][C:8]3[C:9]([C:19](=[O:22])[NH:20][CH3:21])=[C:10]([C:12]4[CH:13]=[CH:14][C:15]([F:18])=[CH:16][CH:17]=4)[O:11][C:7]=3[CH:6]=2)[S:25]([CH3:28])(=[O:27])=[O:26])=[CH:38][C:33]=1[C:34]([O:36][CH3:37])=[O:35], predict the reactants needed to synthesize it. The reactants are: [CH:1]1([C:4]2[C:5]([N:24]([C:29]3[CH:30]=[C:31]([F:42])[C:32]([N+:39]([O-])=O)=[C:33]([CH:38]=3)[C:34]([O:36][CH3:37])=[O:35])[S:25]([CH3:28])(=[O:27])=[O:26])=[CH:6][C:7]3[O:11][C:10]([C:12]4[CH:17]=[CH:16][C:15]([F:18])=[CH:14][CH:13]=4)=[C:9]([C:19](=[O:22])[NH:20][CH3:21])[C:8]=3[CH:23]=2)[CH2:3][CH2:2]1.CO. (4) Given the product [CH3:13][O:12][C:5]1[CH:4]=[CH:3][C:2]([B:14]2[O:18][C:17]([CH3:20])([CH3:19])[C:16]([CH3:22])([CH3:21])[O:15]2)=[CH:11][C:6]=1[C:7]([O:9][CH3:10])=[O:8], predict the reactants needed to synthesize it. The reactants are: Br[C:2]1[CH:3]=[CH:4][C:5]([O:12][CH3:13])=[C:6]([CH:11]=1)[C:7]([O:9][CH3:10])=[O:8].[B:14]1([B:14]2[O:18][C:17]([CH3:20])([CH3:19])[C:16]([CH3:22])([CH3:21])[O:15]2)[O:18][C:17]([CH3:20])([CH3:19])[C:16]([CH3:22])([CH3:21])[O:15]1.C([O-])(=O)C.[K+].O1CCOCC1. (5) Given the product [Cl:8][C:6]1[CH:5]=[CH:4][C:3]([CH2:9][OH:10])=[C:2]([NH:1][C:14]2[CH:15]=[CH:16][N:17]=[C:12]([Cl:11])[N:13]=2)[CH:7]=1, predict the reactants needed to synthesize it. The reactants are: [NH2:1][C:2]1[CH:7]=[C:6]([Cl:8])[CH:5]=[CH:4][C:3]=1[CH2:9][OH:10].[Cl:11][C:12]1[N:17]=[C:16](Cl)[CH:15]=[CH:14][N:13]=1.C(N(C(C)C)C(C)C)C. (6) Given the product [NH2:36][C:10]1[C:9]([O:8][CH2:1][C:2]2[CH:7]=[CH:6][CH:5]=[CH:4][CH:3]=2)=[CH:22][C:21]2[C@:20]34[CH2:23][CH2:24][N:25]([C:26]([O:28][CH2:29][C:30]5[CH:31]=[CH:32][CH:33]=[CH:34][CH:35]=5)=[O:27])[C@@H:14]([C@@H:15]3[CH2:16][CH2:17][CH2:18][CH2:19]4)[CH2:13][C:12]=2[CH:11]=1, predict the reactants needed to synthesize it. The reactants are: [CH2:1]([O:8][C:9]1[C:10]([N+:36]([O-])=O)=[CH:11][C:12]2[CH2:13][C@H:14]3[N:25]([C:26]([O:28][CH2:29][C:30]4[CH:35]=[CH:34][CH:33]=[CH:32][CH:31]=4)=[O:27])[CH2:24][CH2:23][C@@:20]4([C:21]=2[CH:22]=1)[C@H:15]3[CH2:16][CH2:17][CH2:18][CH2:19]4)[C:2]1[CH:7]=[CH:6][CH:5]=[CH:4][CH:3]=1.O.NN.